This data is from Choline transporter screen with 302,306 compounds. The task is: Binary Classification. Given a drug SMILES string, predict its activity (active/inactive) in a high-throughput screening assay against a specified biological target. (1) The compound is S(=O)(=O)(NC=1S\C(=C\c2cc(OC)c(OC)cc2)C(=O)N1)Cc1ccccc1. The result is 1 (active). (2) The drug is S(=O)(=O)(NCCN1Cc2c(C1=O)cccc2)c1cc2c(cc1)cccc2. The result is 0 (inactive). (3) The compound is Brc1ccc(NC(=O)NNC(=O)CCc2ccccc2)cc1. The result is 0 (inactive). (4) The molecule is S(=O)(=O)(Cc1ccccc1)CC(=O)Nc1sc(nn1)CCOCC. The result is 0 (inactive). (5) The compound is s1cc(nc1C)c1c(/[nH]cnc1)=C1\C(=O)C=C(OC)C=C1. The result is 0 (inactive). (6) The drug is O=C(NC1CCN(CC1)c1ncccc1[N+]([O-])=O)C(NC(=O)C)Cc1ccc(cc1)C. The result is 0 (inactive). (7) The compound is O=c1n([nH]c(c1C(c1c([nH]n(c1=O)c1ccccc1)C)c1ccc([N+]([O-])=O)cc1)C)c1ccccc1. The result is 1 (active). (8) The compound is S(=O)(=O)(N1CCN(CC1)c1c(ccc(c1)C)C)c1cc2CCN(c2cc1)C(=O)CCC(O)=O. The result is 0 (inactive).